This data is from Full USPTO retrosynthesis dataset with 1.9M reactions from patents (1976-2016). The task is: Predict the reactants needed to synthesize the given product. (1) Given the product [F:1][C:2]1[CH:3]=[CH:4][C:5]([C:8]2[N:12]([CH3:13])[N:11]=[CH:10][C:9]=2/[CH:14]=[CH:15]/[C:16]([NH:23][C:24]2[CH:25]=[CH:26][C:27]([CH2:28][P:29](=[O:36])([O:30][CH2:31][CH3:32])[O:33][CH2:34][CH3:35])=[CH:37][CH:38]=2)=[O:18])=[CH:6][CH:7]=1, predict the reactants needed to synthesize it. The reactants are: [F:1][C:2]1[CH:7]=[CH:6][C:5]([C:8]2[N:12]([CH3:13])[N:11]=[CH:10][C:9]=2/[CH:14]=[CH:15]/[C:16]([OH:18])=O)=[CH:4][CH:3]=1.S(Cl)(Cl)=O.[NH2:23][C:24]1[CH:38]=[CH:37][C:27]([CH2:28][P:29](=[O:36])([O:33][CH2:34][CH3:35])[O:30][CH2:31][CH3:32])=[CH:26][CH:25]=1.C(N(C(C)C)CC)(C)C.[OH-].[Na+]. (2) Given the product [CH2:1]([C:8]1[S:12][C:11]([NH:13][C:32](=[O:33])[CH2:31][CH2:30][C:29]([C:27]2[CH:26]=[CH:25][C:24]3[O:20][CH2:21][CH2:22][C:23]=3[CH:28]=2)=[O:35])=[N:10][C:9]=1[C:14]1[CH:19]=[CH:18][CH:17]=[CH:16][CH:15]=1)[C:2]1[CH:3]=[CH:4][CH:5]=[CH:6][CH:7]=1, predict the reactants needed to synthesize it. The reactants are: [CH2:1]([C:8]1[S:12][C:11]([NH2:13])=[N:10][C:9]=1[C:14]1[CH:19]=[CH:18][CH:17]=[CH:16][CH:15]=1)[C:2]1[CH:7]=[CH:6][CH:5]=[CH:4][CH:3]=1.[O:20]1[C:24]2[CH:25]=[CH:26][C:27]([C:29](=[O:35])[CH2:30][CH2:31][C:32](O)=[O:33])=[CH:28][C:23]=2[CH2:22][CH2:21]1.C1C=CC2N(O)N=NC=2C=1.CCN=C=NCCCN(C)C. (3) The reactants are: [CH:1]1([CH2:7][CH2:8][C:9]([C:11]2[CH:16]=[CH:15][C:14]([O:17][CH3:18])=[CH:13][CH:12]=2)=[O:10])[CH2:6][CH2:5][CH2:4][CH2:3][CH2:2]1.[Br-:19]. Given the product [Br:19][CH:8]([CH2:7][CH:1]1[CH2:6][CH2:5][CH2:4][CH2:3][CH2:2]1)[C:9]([C:11]1[CH:16]=[CH:15][C:14]([O:17][CH3:18])=[CH:13][CH:12]=1)=[O:10], predict the reactants needed to synthesize it.